From a dataset of Forward reaction prediction with 1.9M reactions from USPTO patents (1976-2016). Predict the product of the given reaction. Given the reactants [CH2:1]=[C:2]([C:10]([O:13]S(F)(=O)=O)([F:12])[F:11])[C:3]([C:6]([F:9])([F:8])[F:7])([F:5])[F:4].[F-:18].[K+].[F:20][C:21]([F:29])([F:28])[C:22]([C:24]([F:27])([F:26])[F:25])=O.COCCOCCOC, predict the reaction product. The product is: [CH2:1]=[C:2]([C:10]([O:13][C:22]([C:24]([F:27])([F:26])[F:25])([C:21]([F:29])([F:28])[F:20])[F:18])([F:12])[F:11])[C:3]([C:6]([F:9])([F:8])[F:7])([F:5])[F:4].